Dataset: NCI-60 drug combinations with 297,098 pairs across 59 cell lines. Task: Regression. Given two drug SMILES strings and cell line genomic features, predict the synergy score measuring deviation from expected non-interaction effect. (1) Synergy scores: CSS=41.4, Synergy_ZIP=-7.59, Synergy_Bliss=-10.1, Synergy_Loewe=-3.17, Synergy_HSA=-1.20. Drug 1: C1=CN(C(=O)N=C1N)C2C(C(C(O2)CO)O)O.Cl. Cell line: HOP-92. Drug 2: C1=NC2=C(N1)C(=S)N=CN2. (2) Drug 1: CC(CN1CC(=O)NC(=O)C1)N2CC(=O)NC(=O)C2. Drug 2: CN(C)N=NC1=C(NC=N1)C(=O)N. Cell line: SF-539. Synergy scores: CSS=18.8, Synergy_ZIP=0.669, Synergy_Bliss=2.88, Synergy_Loewe=1.91, Synergy_HSA=4.31. (3) Drug 1: C(=O)(N)NO. Synergy scores: CSS=8.85, Synergy_ZIP=-5.28, Synergy_Bliss=-3.35, Synergy_Loewe=-2.07, Synergy_HSA=-1.90. Cell line: ACHN. Drug 2: C(CC(=O)O)C(=O)CN.Cl. (4) Drug 2: C#CCC(CC1=CN=C2C(=N1)C(=NC(=N2)N)N)C3=CC=C(C=C3)C(=O)NC(CCC(=O)O)C(=O)O. Drug 1: CC1=C(N=C(N=C1N)C(CC(=O)N)NCC(C(=O)N)N)C(=O)NC(C(C2=CN=CN2)OC3C(C(C(C(O3)CO)O)O)OC4C(C(C(C(O4)CO)O)OC(=O)N)O)C(=O)NC(C)C(C(C)C(=O)NC(C(C)O)C(=O)NCCC5=NC(=CS5)C6=NC(=CS6)C(=O)NCCC[S+](C)C)O. Synergy scores: CSS=20.0, Synergy_ZIP=-5.75, Synergy_Bliss=-0.836, Synergy_Loewe=1.22, Synergy_HSA=1.39. Cell line: A498. (5) Drug 1: CC1CCC2CC(C(=CC=CC=CC(CC(C(=O)C(C(C(=CC(C(=O)CC(OC(=O)C3CCCCN3C(=O)C(=O)C1(O2)O)C(C)CC4CCC(C(C4)OC)O)C)C)O)OC)C)C)C)OC. Drug 2: CCN(CC)CCCC(C)NC1=C2C=C(C=CC2=NC3=C1C=CC(=C3)Cl)OC. Cell line: SNB-75. Synergy scores: CSS=12.3, Synergy_ZIP=-5.66, Synergy_Bliss=-0.584, Synergy_Loewe=-5.52, Synergy_HSA=0.142. (6) Drug 1: COC1=CC(=CC(=C1O)OC)C2C3C(COC3=O)C(C4=CC5=C(C=C24)OCO5)OC6C(C(C7C(O6)COC(O7)C8=CC=CS8)O)O. Drug 2: C1=CC=C(C=C1)NC(=O)CCCCCCC(=O)NO. Cell line: CCRF-CEM. Synergy scores: CSS=73.7, Synergy_ZIP=2.83, Synergy_Bliss=3.08, Synergy_Loewe=2.08, Synergy_HSA=6.33. (7) Drug 1: CCCS(=O)(=O)NC1=C(C(=C(C=C1)F)C(=O)C2=CNC3=C2C=C(C=N3)C4=CC=C(C=C4)Cl)F. Drug 2: COC1=C2C(=CC3=C1OC=C3)C=CC(=O)O2. Cell line: T-47D. Synergy scores: CSS=0.278, Synergy_ZIP=-1.13, Synergy_Bliss=-1.18, Synergy_Loewe=-1.69, Synergy_HSA=-2.12.